Dataset: Full USPTO retrosynthesis dataset with 1.9M reactions from patents (1976-2016). Task: Predict the reactants needed to synthesize the given product. (1) The reactants are: C[O:2][C:3](=[O:33])[CH2:4][O:5][C:6]1[CH:15]=[CH:14][C:13]([F:16])=[C:12]2[C:7]=1[C:8]([CH3:32])=[C:9]([CH2:20][C:21]1[CH:26]=[CH:25][C:24]([N:27]3[CH:31]=[CH:30][CH:29]=[N:28]3)=[CH:23][CH:22]=1)[C:10]([CH:17]1[CH2:19][CH2:18]1)=[N:11]2.[OH-].[Li+].Cl. Given the product [CH:17]1([C:10]2[C:9]([CH2:20][C:21]3[CH:22]=[CH:23][C:24]([N:27]4[CH:31]=[CH:30][CH:29]=[N:28]4)=[CH:25][CH:26]=3)=[C:8]([CH3:32])[C:7]3[C:12](=[C:13]([F:16])[CH:14]=[CH:15][C:6]=3[O:5][CH2:4][C:3]([OH:33])=[O:2])[N:11]=2)[CH2:19][CH2:18]1, predict the reactants needed to synthesize it. (2) The reactants are: [CH2:1]([Li])CCC.[Cl:6][C:7]1[CH:12]=[CH:11][N:10]=[CH:9][C:8]=1[CH:13]=O. Given the product [Cl:6][C:7]1[CH:12]=[CH:11][N:10]=[CH:9][C:8]=1[CH:13]=[CH2:1], predict the reactants needed to synthesize it. (3) The reactants are: [CH3:1][N:2]1[CH2:7][CH2:6][N:5]2[N:8]=[C:9]([N+:11]([O-:13])=[O:12])[CH:10]=[C:4]2[CH2:3]1.[CH2:14]1COCC1. Given the product [CH2:1]([N:2]1[CH2:7][CH2:6][N:5]2[N:8]=[C:9]([N+:11]([O-:13])=[O:12])[CH:10]=[C:4]2[CH2:3]1)[CH3:14], predict the reactants needed to synthesize it.